Dataset: Full USPTO retrosynthesis dataset with 1.9M reactions from patents (1976-2016). Task: Predict the reactants needed to synthesize the given product. Given the product [CH2:37]([N:3]([CH2:1][CH3:2])[CH2:4][CH2:5][CH2:6][NH:7][C:8]1[N:9]=[C:10]([C:27]2[CH:28]=[C:29]([CH:33]=[CH:34][C:35]=2[CH3:36])[C:30]([NH:40][CH3:39])=[O:32])[C:11]2[CH:17]=[CH:16][C:15](=[O:18])[N:14]([C:19]3[C:24]([F:25])=[CH:23][CH:22]=[CH:21][C:20]=3[F:26])[C:12]=2[N:13]=1)[CH3:38], predict the reactants needed to synthesize it. The reactants are: [CH2:1]([N:3]([CH2:37][CH3:38])[CH2:4][CH2:5][CH2:6][NH:7][C:8]1[N:9]=[C:10]([C:27]2[CH:28]=[C:29]([CH:33]=[CH:34][C:35]=2[CH3:36])[C:30]([OH:32])=O)[C:11]2[CH:17]=[CH:16][C:15](=[O:18])[N:14]([C:19]3[C:24]([F:25])=[CH:23][CH:22]=[CH:21][C:20]=3[F:26])[C:12]=2[N:13]=1)[CH3:2].[CH3:39][N:40](C(ON1N=NC2C=CC=CC1=2)=[N+](C)C)C.F[P-](F)(F)(F)(F)F.CN.